Dataset: Catalyst prediction with 721,799 reactions and 888 catalyst types from USPTO. Task: Predict which catalyst facilitates the given reaction. (1) Reactant: [OH:1][CH2:2][C@@H:3]1[CH2:7][CH2:6][CH2:5][N:4]1[C:8]1[N:13]=[C:12]([NH:14][CH2:15][C:16]2[CH:21]=[CH:20][C:19]([O:22][CH3:23])=[C:18]([Cl:24])[CH:17]=2)[C:11]([C:25](=[O:28])[CH:26]=[CH2:27])=[CH:10][N:9]=1.[CH3:29][OH:30]. Product: [OH:1][CH2:2][C@@H:3]1[CH2:7][CH2:6][CH2:5][N:4]1[C:8]1[N:13]=[C:12]([NH:14][CH2:15][C:16]2[CH:21]=[CH:20][C:19]([O:22][CH3:23])=[C:18]([Cl:24])[CH:17]=2)[C:11]([C:25]([CH2:26][CH2:27][O:30][CH3:29])=[O:28])=[CH:10][N:9]=1. The catalyst class is: 65. (2) Reactant: [CH3:1][O:2][C:3]1[CH:8]=[CH:7][C:6]([CH:9]2[C:18]3[C:13](=[CH:14][C:15]([C:19]#[C:20][CH2:21][CH2:22]OS(C)(=O)=O)=[CH:16][CH:17]=3)[CH2:12][N:11]([CH3:28])[CH2:10]2)=[CH:5][CH:4]=1.Cl.[F:30][C:31]1([F:37])[CH2:36][CH2:35][NH:34][CH2:33][CH2:32]1. Product: [F:30][C:31]1([F:37])[CH2:36][CH2:35][N:34]([CH2:22][CH2:21][C:20]#[C:19][C:15]2[CH:14]=[C:13]3[C:18]([CH:9]([C:6]4[CH:7]=[CH:8][C:3]([O:2][CH3:1])=[CH:4][CH:5]=4)[CH2:10][N:11]([CH3:28])[CH2:12]3)=[CH:17][CH:16]=2)[CH2:33][CH2:32]1. The catalyst class is: 88.